This data is from NCI-60 drug combinations with 297,098 pairs across 59 cell lines. The task is: Regression. Given two drug SMILES strings and cell line genomic features, predict the synergy score measuring deviation from expected non-interaction effect. (1) Cell line: HS 578T. Synergy scores: CSS=5.54, Synergy_ZIP=0.207, Synergy_Bliss=3.01, Synergy_Loewe=-16.0, Synergy_HSA=-5.12. Drug 2: CC1=C(C(=CC=C1)Cl)NC(=O)C2=CN=C(S2)NC3=CC(=NC(=N3)C)N4CCN(CC4)CCO. Drug 1: C1CCN(CC1)CCOC2=CC=C(C=C2)C(=O)C3=C(SC4=C3C=CC(=C4)O)C5=CC=C(C=C5)O. (2) Drug 1: CC1C(C(CC(O1)OC2CC(CC3=C2C(=C4C(=C3O)C(=O)C5=C(C4=O)C(=CC=C5)OC)O)(C(=O)C)O)N)O.Cl. Drug 2: CC1=CC2C(CCC3(C2CCC3(C(=O)C)OC(=O)C)C)C4(C1=CC(=O)CC4)C. Cell line: NCI-H522. Synergy scores: CSS=35.1, Synergy_ZIP=2.61, Synergy_Bliss=6.04, Synergy_Loewe=-14.1, Synergy_HSA=6.35. (3) Drug 1: CC1=C(C=C(C=C1)NC2=NC=CC(=N2)N(C)C3=CC4=NN(C(=C4C=C3)C)C)S(=O)(=O)N.Cl. Drug 2: COC1=C(C=C2C(=C1)N=CN=C2NC3=CC(=C(C=C3)F)Cl)OCCCN4CCOCC4. Cell line: MDA-MB-435. Synergy scores: CSS=19.2, Synergy_ZIP=9.57, Synergy_Bliss=13.8, Synergy_Loewe=6.25, Synergy_HSA=10.1. (4) Drug 1: CCC1=CC2CC(C3=C(CN(C2)C1)C4=CC=CC=C4N3)(C5=C(C=C6C(=C5)C78CCN9C7C(C=CC9)(C(C(C8N6C)(C(=O)OC)O)OC(=O)C)CC)OC)C(=O)OC.C(C(C(=O)O)O)(C(=O)O)O. Drug 2: C1CNP(=O)(OC1)N(CCCl)CCCl. Cell line: HL-60(TB). Synergy scores: CSS=12.8, Synergy_ZIP=-0.619, Synergy_Bliss=-3.34, Synergy_Loewe=-63.2, Synergy_HSA=-2.38. (5) Drug 1: CC1=C2C(C(=O)C3(C(CC4C(C3C(C(C2(C)C)(CC1OC(=O)C(C(C5=CC=CC=C5)NC(=O)OC(C)(C)C)O)O)OC(=O)C6=CC=CC=C6)(CO4)OC(=O)C)OC)C)OC. Drug 2: CC=C1C(=O)NC(C(=O)OC2CC(=O)NC(C(=O)NC(CSSCCC=C2)C(=O)N1)C(C)C)C(C)C. Cell line: SN12C. Synergy scores: CSS=49.3, Synergy_ZIP=-5.04, Synergy_Bliss=-3.61, Synergy_Loewe=-3.00, Synergy_HSA=-2.10. (6) Drug 1: CN1CCC(CC1)COC2=C(C=C3C(=C2)N=CN=C3NC4=C(C=C(C=C4)Br)F)OC. Drug 2: C(CN)CNCCSP(=O)(O)O. Cell line: SNB-19. Synergy scores: CSS=0.0535, Synergy_ZIP=-0.258, Synergy_Bliss=2.66, Synergy_Loewe=-3.27, Synergy_HSA=0.596. (7) Drug 1: CN(CCCl)CCCl.Cl. Drug 2: CC12CCC3C(C1CCC2OP(=O)(O)O)CCC4=C3C=CC(=C4)OC(=O)N(CCCl)CCCl.[Na+]. Cell line: HOP-62. Synergy scores: CSS=4.44, Synergy_ZIP=-3.42, Synergy_Bliss=-2.76, Synergy_Loewe=-19.0, Synergy_HSA=-10.3. (8) Drug 1: COC1=CC(=CC(=C1O)OC)C2C3C(COC3=O)C(C4=CC5=C(C=C24)OCO5)OC6C(C(C7C(O6)COC(O7)C8=CC=CS8)O)O. Drug 2: CC1=C(C(CCC1)(C)C)C=CC(=CC=CC(=CC(=O)O)C)C. Cell line: HS 578T. Synergy scores: CSS=32.8, Synergy_ZIP=0.808, Synergy_Bliss=2.55, Synergy_Loewe=7.46, Synergy_HSA=7.89. (9) Drug 2: C1CN(CCN1C(=O)CCBr)C(=O)CCBr. Cell line: NCI-H322M. Synergy scores: CSS=-3.21, Synergy_ZIP=2.10, Synergy_Bliss=0.945, Synergy_Loewe=-2.25, Synergy_HSA=-2.05. Drug 1: CC12CCC3C(C1CCC2O)C(CC4=C3C=CC(=C4)O)CCCCCCCCCS(=O)CCCC(C(F)(F)F)(F)F. (10) Drug 1: CCC1=C2CN3C(=CC4=C(C3=O)COC(=O)C4(CC)O)C2=NC5=C1C=C(C=C5)O. Drug 2: C1=NC(=NC(=O)N1C2C(C(C(O2)CO)O)O)N. Cell line: RXF 393. Synergy scores: CSS=29.8, Synergy_ZIP=-9.81, Synergy_Bliss=-3.37, Synergy_Loewe=0.430, Synergy_HSA=1.78.